This data is from Forward reaction prediction with 1.9M reactions from USPTO patents (1976-2016). The task is: Predict the product of the given reaction. (1) Given the reactants Cl[C:2]1[CH:7]=[CH:6][C:5]([O:8][CH3:9])=[CH:4][CH:3]=1.[C:10]1([CH3:18])[CH:15]=[CH:14][C:13]([Mg]Cl)=[CH:12][CH:11]=1, predict the reaction product. The product is: [CH3:9][O:8][C:5]1[CH:6]=[CH:7][C:2]([C:13]2[CH:14]=[CH:15][C:10]([CH3:18])=[CH:11][CH:12]=2)=[CH:3][CH:4]=1. (2) Given the reactants [CH3:1][C:2]1[C:6]2[CH:7]=[CH:8][CH:9]=[CH:10][C:5]=2[S:4][CH:3]=1.[B-](F)(F)(F)[F:12].[B-](F)(F)(F)F.C1[N+]2(CCl)CC[N+](F)(CC2)C1, predict the reaction product. The product is: [F:12][C:3]1[S:4][C:5]2[CH:10]=[CH:9][CH:8]=[CH:7][C:6]=2[C:2]=1[CH3:1]. (3) Given the reactants [C:1]([C:4]1([NH:7][C:8](=[O:18])[C:9]2[CH:14]=[CH:13][CH:12]=[C:11]([N+:15]([O-])=O)[CH:10]=2)[CH2:6][CH2:5]1)(=[O:3])[NH2:2], predict the reaction product. The product is: [NH2:15][C:11]1[CH:10]=[C:9]([CH:14]=[CH:13][CH:12]=1)[C:8]([NH:7][C:4]1([C:1](=[O:3])[NH2:2])[CH2:6][CH2:5]1)=[O:18]. (4) Given the reactants F[C:2]1[CH:7]=[C:6]([N+:8]([O-:10])=[O:9])[CH:5]=[C:4]([S:11]([CH3:14])(=[O:13])=[O:12])[CH:3]=1.[NH:15]1[CH2:20][CH2:19][O:18][CH2:17][CH2:16]1.O, predict the reaction product. The product is: [CH3:14][S:11]([C:4]1[CH:3]=[C:2]([N:15]2[CH2:20][CH2:19][O:18][CH2:17][CH2:16]2)[CH:7]=[C:6]([N+:8]([O-:10])=[O:9])[CH:5]=1)(=[O:13])=[O:12]. (5) Given the reactants Cl.[N+:2]([C:5]1[CH:6]=[C:7]([CH:10]=[CH:11][CH:12]=1)[CH2:8][NH2:9])([O-:4])=[O:3].C(=O)(O)[O-].[Na+].[N+](C1C=C(C=CC=1)CN)([O-])=O.[CH2:29]([O:31][C:32](=[O:46])[CH:33]([C:38](=O)[C:39]1[CH:44]=[CH:43][CH:42]=[CH:41][CH:40]=1)[CH2:34][C:35](=O)[CH3:36])[CH3:30].CC1C=CC(S(O)(=O)=O)=CC=1, predict the reaction product. The product is: [CH2:29]([O:31][C:32]([C:33]1[CH:34]=[C:35]([CH3:36])[N:9]([CH2:8][C:7]2[CH:10]=[CH:11][CH:12]=[C:5]([N+:2]([O-:4])=[O:3])[CH:6]=2)[C:38]=1[C:39]1[CH:40]=[CH:41][CH:42]=[CH:43][CH:44]=1)=[O:46])[CH3:30]. (6) Given the reactants [CH:1]1[C:13]2[NH:12][C:11]3[C:6](=[CH:7][CH:8]=[CH:9][CH:10]=3)[C:5]=2[C:4]([O:14][CH2:15][C@@H:16]([OH:43])[CH2:17][NH:18][CH:19]2[CH2:24][CH2:23][N:22]([C:25](=[O:42])[CH2:26][O:27][C:28]3[CH:33]=[CH:32][C:31]([C:34]4[CH2:35][CH2:36][C:37](=[O:40])[NH:38][N:39]=4)=[CH:30][C:29]=3[Cl:41])[CH2:21][CH2:20]2)=[CH:3][CH:2]=1.C1C2NC3C(=CC=CC=3)C=2C=CC=1O, predict the reaction product. The product is: [CH:5]1[C:13]2[NH:12][C:11]3[C:10](=[CH:9][CH:8]=[CH:7][CH:6]=3)[C:1]=2[CH:2]=[CH:3][C:4]=1[O:14][CH2:15][C@@H:16]([OH:43])[CH2:17][NH:18][CH:19]1[CH2:24][CH2:23][N:22]([C:25](=[O:42])[CH2:26][O:27][C:28]2[CH:33]=[CH:32][C:31]([C:34]3[CH2:35][CH2:36][C:37](=[O:40])[NH:38][N:39]=3)=[CH:30][C:29]=2[Cl:41])[CH2:21][CH2:20]1. (7) Given the reactants Br[C:2]1[CH:3]=[C:4]([CH:20]=[CH:21][CH:22]=1)[O:5][CH2:6][CH:7]([OH:19])[CH2:8][N:9]1[CH2:18][CH2:17][C:16]2[C:11](=[CH:12][CH:13]=[CH:14][CH:15]=2)[CH2:10]1.[C:23]1(B(O)O)[CH:28]=[CH:27][CH:26]=[CH:25][CH:24]=1.C([O-])([O-])=O.[K+].[K+], predict the reaction product. The product is: [C:2]1([C:23]2[CH:28]=[CH:27][CH:26]=[CH:25][CH:24]=2)[CH:22]=[CH:21][CH:20]=[C:4]([O:5][CH2:6][CH:7]([OH:19])[CH2:8][N:9]2[CH2:18][CH2:17][C:16]3[C:11](=[CH:12][CH:13]=[CH:14][CH:15]=3)[CH2:10]2)[CH:3]=1. (8) Given the reactants [S:1]1[CH:5]=[C:4]([CH2:6][N:7]([C@@H:41]([CH3:49])[CH:42]([O:46][CH2:47][CH3:48])[O:43][CH2:44][CH3:45])[C:8](=[O:40])[C@@H:9]([NH:22]C(=O)OCC2C3C=CC=CC=3C3C2=CC=CC=3)[CH2:10][C:11]2[CH:16]=[CH:15][C:14]([O:17][C:18]([CH3:21])([CH3:20])[CH3:19])=[CH:13][CH:12]=2)[C:3]2[CH:50]=[CH:51][CH:52]=[CH:53][C:2]1=2.N1CCCCC1, predict the reaction product. The product is: [NH2:22][C@@H:9]([CH2:10][C:11]1[CH:16]=[CH:15][C:14]([O:17][C:18]([CH3:21])([CH3:19])[CH3:20])=[CH:13][CH:12]=1)[C:8]([N:7]([CH2:6][C:4]1[C:3]2[CH:50]=[CH:51][CH:52]=[CH:53][C:2]=2[S:1][CH:5]=1)[C@@H:41]([CH3:49])[CH:42]([O:46][CH2:47][CH3:48])[O:43][CH2:44][CH3:45])=[O:40].